From a dataset of Full USPTO retrosynthesis dataset with 1.9M reactions from patents (1976-2016). Predict the reactants needed to synthesize the given product. (1) Given the product [CH3:1][O:2][C:3](=[O:33])[C@H:4]([CH2:16][C:17]1[CH:22]=[CH:21][C:20]([C:23]2[C:24]([O:31][CH3:32])=[CH:25][CH:26]=[C:27]([N+:34]([O-:36])=[O:35])[C:28]=2[O:29][CH3:30])=[CH:19][CH:18]=1)[NH:5][C:6](=[O:15])[C:7]1[C:12]([Cl:13])=[CH:11][CH:10]=[CH:9][C:8]=1[Cl:14], predict the reactants needed to synthesize it. The reactants are: [CH3:1][O:2][C:3](=[O:33])[C@H:4]([CH2:16][C:17]1[CH:22]=[CH:21][C:20]([C:23]2[C:28]([O:29][CH3:30])=[CH:27][CH:26]=[CH:25][C:24]=2[O:31][CH3:32])=[CH:19][CH:18]=1)[NH:5][C:6](=[O:15])[C:7]1[C:12]([Cl:13])=[CH:11][CH:10]=[CH:9][C:8]=1[Cl:14].[N+:34]([O-])([OH:36])=[O:35]. (2) Given the product [C:1]([C:5]1[CH:10]=[CH:9][CH:8]=[CH:7][C:6]=1[N:11]1[CH2:16][CH2:15][N:14]([C:17](=[O:38])[CH2:18][CH:19]([CH2:24][C:23]([OH:25])=[O:39])[CH2:20][C:21]([NH:22][CH2:26][C:27]2[CH:28]=[CH:29][C:30]([C:31]([OH:33])=[O:32])=[CH:35][CH:36]=2)=[O:37])[CH2:13][CH2:12]1)([CH3:2])([CH3:4])[CH3:3], predict the reactants needed to synthesize it. The reactants are: [C:1]([C:5]1[CH:10]=[CH:9][CH:8]=[CH:7][C:6]=1[N:11]1[CH2:16][CH2:15][N:14]([C:17](=[O:38])[CH2:18][CH:19]2[CH2:24][C:23](=[O:25])[N:22]([CH2:26][C:27]3[CH:36]=[CH:35][C:30]([C:31]([O:33]C)=[O:32])=[CH:29][CH:28]=3)[C:21](=[O:37])[CH2:20]2)[CH2:13][CH2:12]1)([CH3:4])([CH3:3])[CH3:2].[OH-:39].[Li+].Cl. (3) Given the product [CH3:8][O:7][C:5]([CH:4]1[CH2:9][CH2:10][N:1]([C:11]([O:13][C:14]([CH3:17])([CH3:16])[CH3:15])=[O:12])[CH2:2][CH2:3]1)=[O:6], predict the reactants needed to synthesize it. The reactants are: [NH:1]1[CH2:10][CH2:9][CH:4]([C:5]([O:7][CH3:8])=[O:6])[CH2:3][CH2:2]1.[C:11](O[C:11]([O:13][C:14]([CH3:17])([CH3:16])[CH3:15])=[O:12])([O:13][C:14]([CH3:17])([CH3:16])[CH3:15])=[O:12].C(N(CC)CC)C. (4) Given the product [ClH:21].[Cl:21][C:22]1[CH:23]=[CH:24][C:25]([C:57]([N:59]2[C@H:68]([CH2:69][N:70]3[CH2:75][CH2:74][O:73][CH2:72][CH2:71]3)[CH2:67][C:66]3[C:61](=[CH:62][CH:63]=[CH:64][CH:65]=3)[CH2:60]2)=[O:58])=[C:26]([C:28]2[N:36]3[C:31]([CH:32]=[CH:33][CH:34]=[CH:35]3)=[C:30]([C:37]([N:8]([C:5]3[CH:6]=[CH:7][C:2]([F:1])=[CH:3][CH:4]=3)[C:9]3[CH:10]=[C:11]4[C:15](=[CH:16][CH:17]=3)[N:14]([CH3:18])[CH:13]=[CH:12]4)=[O:38])[CH:29]=2)[CH:27]=1, predict the reactants needed to synthesize it. The reactants are: [F:1][C:2]1[CH:7]=[CH:6][C:5]([NH:8][C:9]2[CH:10]=[C:11]3[C:15](=[CH:16][CH:17]=2)[N:14]([CH3:18])[CH:13]=[CH:12]3)=[CH:4][CH:3]=1.Cl.Cl.[Cl:21][C:22]1[CH:23]=[CH:24][C:25]([C:57]([N:59]2[C@H:68]([CH2:69][N:70]3[CH2:75][CH2:74][O:73][CH2:72][CH2:71]3)[CH2:67][C:66]3[C:61](=[CH:62][CH:63]=[CH:64][CH:65]=3)[CH2:60]2)=[O:58])=[C:26]([C:28]2[N:36]3[C:31]([CH:32]=[CH:33][CH:34]=[CH:35]3)=[C:30]([C:37](N(C3C=CC(O)=CC=3)C3C=C4C(=CC=3)N(C)CC4)=[O:38])[CH:29]=2)[CH:27]=1. (5) Given the product [CH3:39][C:10]1([CH2:9][OH:8])[S:16][CH2:15][CH2:14][N:13]2[C:17]([C:20]3([C:23]4[CH:28]=[CH:27][C:26]([C:29]5[CH:34]=[CH:33][C:32]([C:35]([F:38])([F:37])[F:36])=[CH:31][N:30]=5)=[CH:25][CH:24]=4)[CH2:21][CH2:22]3)=[N:18][N:19]=[C:12]2[CH2:11]1, predict the reactants needed to synthesize it. The reactants are: [Si]([O:8][CH2:9][C:10]1([CH3:39])[S:16][CH2:15][CH2:14][N:13]2[C:17]([C:20]3([C:23]4[CH:28]=[CH:27][C:26]([C:29]5[CH:34]=[CH:33][C:32]([C:35]([F:38])([F:37])[F:36])=[CH:31][N:30]=5)=[CH:25][CH:24]=4)[CH2:22][CH2:21]3)=[N:18][N:19]=[C:12]2[CH2:11]1)(C(C)(C)C)(C)C.Cl.